This data is from Forward reaction prediction with 1.9M reactions from USPTO patents (1976-2016). The task is: Predict the product of the given reaction. Given the reactants [CH2:1]([O:5][C:6]1[CH:11]=[CH:10][C:9]([C:12]2[S:13][CH:14]=[CH:15][CH:16]=2)=[CH:8][CH:7]=1)[CH2:2][CH2:3][CH3:4].C([Li])CCC.[CH3:22]SSC.O[O:27][S:28]([O-:30])=O.[K+], predict the reaction product. The product is: [CH2:1]([O:5][C:6]1[CH:11]=[CH:10][C:9]([C:12]2[S:13][C:14]([S:28]([CH3:22])(=[O:30])=[O:27])=[CH:15][CH:16]=2)=[CH:8][CH:7]=1)[CH2:2][CH2:3][CH3:4].